From a dataset of Catalyst prediction with 721,799 reactions and 888 catalyst types from USPTO. Predict which catalyst facilitates the given reaction. Reactant: [NH2:1][CH2:2][C@H:3]1[CH2:7][N:6]([CH2:8][CH2:9][C:10]2[C:19]3[C:14](=[CH:15][CH:16]=[C:17]([O:20][CH3:21])[N:18]=3)[N:13]=[CH:12][C:11]=2[F:22])[CH2:5][C@H:4]1[OH:23].[O:24]=[C:25]1[NH:30][C:29]2[N:31]=[C:32]([CH:35]=O)[CH:33]=[CH:34][C:28]=2[S:27][CH2:26]1.[BH-](OC(C)=O)(OC(C)=O)OC(C)=O.[Na+]. Product: [F:22][C:11]1[CH:12]=[N:13][C:14]2[C:19]([C:10]=1[CH2:9][CH2:8][N:6]1[CH2:5][C@H:4]([OH:23])[C@H:3]([CH2:2][NH:1][CH2:35][C:32]3[CH:33]=[CH:34][C:28]4[S:27][CH2:26][C:25](=[O:24])[NH:30][C:29]=4[N:31]=3)[CH2:7]1)=[N:18][C:17]([O:20][CH3:21])=[CH:16][CH:15]=2. The catalyst class is: 497.